This data is from Catalyst prediction with 721,799 reactions and 888 catalyst types from USPTO. The task is: Predict which catalyst facilitates the given reaction. (1) Reactant: NC1C2C(=CC3C(N=2)=CC=CC=3)C=CC=1.C1(=O)C2C(=CC=CC=2)C=CC1=O.[Br:28]CCCCCCO.C1(P(C2C=CC=CC=2)C2C=CC=CC=2)C=CC=CC=1.[OH:55][CH2:56][CH2:57][CH2:58][CH2:59][CH2:60][CH2:61][P+:62]([C:75]1[CH:80]=[CH:79][CH:78]=[CH:77][CH:76]=1)([C:69]1[CH:74]=[CH:73][CH:72]=[CH:71][CH:70]=1)[C:63]1[CH:68]=[CH:67][CH:66]=[CH:65][CH:64]=1.C(NC1C=CC(C=O)=CC=1)(=O)C. Product: [Br-:28].[OH:55][CH2:56][CH2:57][CH2:58][CH2:59][CH2:60][CH2:61][P+:62]([C:75]1[CH:80]=[CH:79][CH:78]=[CH:77][CH:76]=1)([C:63]1[CH:64]=[CH:65][CH:66]=[CH:67][CH:68]=1)[C:69]1[CH:74]=[CH:73][CH:72]=[CH:71][CH:70]=1. The catalyst class is: 10. (2) Reactant: [C:1]([C:5]1[CH:9]=[C:8]([NH:10][C:11](OC2C=CC=CC=2)=[O:12])[N:7]([C:20]2[CH:25]=[CH:24][C:23]([CH2:26][C:27]([O:29][CH2:30][CH3:31])=[O:28])=[CH:22][CH:21]=2)[N:6]=1)([CH3:4])([CH3:3])[CH3:2].[N:32]1[CH:37]=[CH:36][C:35]([O:38][C:39]2[CH:45]=[CH:44][C:42]([NH2:43])=[CH:41][CH:40]=2)=[CH:34][CH:33]=1. Product: [C:1]([C:5]1[CH:9]=[C:8]([NH:10][C:11]([NH:43][C:42]2[CH:41]=[CH:40][C:39]([O:38][C:35]3[CH:36]=[CH:37][N:32]=[CH:33][CH:34]=3)=[CH:45][CH:44]=2)=[O:12])[N:7]([C:20]2[CH:21]=[CH:22][C:23]([CH2:26][C:27]([O:29][CH2:30][CH3:31])=[O:28])=[CH:24][CH:25]=2)[N:6]=1)([CH3:3])([CH3:4])[CH3:2]. The catalyst class is: 1.